This data is from Catalyst prediction with 721,799 reactions and 888 catalyst types from USPTO. The task is: Predict which catalyst facilitates the given reaction. (1) Reactant: [Br:1][C:2]1[CH:3]=[CH:4][C:5]([Cl:11])=[C:6]([CH:10]=1)[C:7]([NH2:9])=O. The catalyst class is: 1. Product: [Br:1][C:2]1[CH:3]=[CH:4][C:5]([Cl:11])=[C:6]([CH2:7][NH2:9])[CH:10]=1. (2) Reactant: [Cl:1][C:2]1[N:3]=[C:4](Cl)[C:5]2[CH:10]=[CH:9][NH:8][C:6]=2[N:7]=1.[NH2:12][CH:13]1[CH2:18][CH2:17][CH2:16][CH:15]([C:19]([OH:21])=[O:20])[CH2:14]1.C([O-])([O-])=O.[K+].[K+]. Product: [C:19]([CH:15]1[CH2:16][CH2:17][CH2:18][CH:13]([NH:12][C:4]2[C:5]3[CH:10]=[CH:9][NH:8][C:6]=3[N:7]=[C:2]([Cl:1])[N:3]=2)[CH2:14]1)([OH:21])=[O:20]. The catalyst class is: 731. (3) Reactant: Br[C:2]1[C:3]([Cl:30])=[CH:4][C:5]([O:28][CH3:29])=[C:6]([N:8]2[C:17]3[C:12](=[CH:13][C:14]([S:18]([NH:21][C:22]4[CH:26]=[CH:25][O:24][N:23]=4)(=[O:20])=[O:19])=[CH:15][CH:16]=3)[CH:11]=[CH:10][C:9]2=[O:27])[CH:7]=1.[F:31][C:32]1[CH:33]=[C:34](B(O)O)[CH:35]=[CH:36][CH:37]=1.C(=O)([O-])[O-].[K+].[K+].[Cl-].[NH4+]. Product: [Cl:30][C:3]1[C:2]([C:36]2[CH:35]=[CH:34][CH:33]=[C:32]([F:31])[CH:37]=2)=[CH:7][C:6]([N:8]2[C:17]3[C:12](=[CH:13][C:14]([S:18]([NH:21][C:22]4[CH:26]=[CH:25][O:24][N:23]=4)(=[O:20])=[O:19])=[CH:15][CH:16]=3)[CH:11]=[CH:10][C:9]2=[O:27])=[C:5]([O:28][CH3:29])[CH:4]=1. The catalyst class is: 70. (4) Reactant: ClC(OCC)=O.[CH2:7]([C:9]1[CH:19]=[CH:18][C:12]([CH:13]=[CH:14][C:15](O)=[O:16])=[CH:11][CH:10]=1)[CH3:8].C(N(CC)CC)C.[BH4-].[Na+].Cl. Product: [CH2:7]([C:9]1[CH:19]=[CH:18][C:12](/[CH:13]=[CH:14]/[CH2:15][OH:16])=[CH:11][CH:10]=1)[CH3:8]. The catalyst class is: 20. (5) Reactant: [F:1][C:2]([F:21])([F:20])[CH:3]([OH:19])[CH2:4][N:5]1[CH2:10][CH2:9][CH2:8][CH:7]([C:11]2[CH:16]=[CH:15][CH:14]=[CH:13][C:12]=2[O:17][CH3:18])[CH2:6]1.[Cl:22][C:23]1[CH:28]=[CH:27][C:26]([N:29]=[C:30]=[O:31])=[CH:25][CH:24]=1. The catalyst class is: 10. Product: [F:21][C:2]([F:1])([F:20])[CH:3]([O:19][C:30](=[O:31])[NH:29][C:26]1[CH:27]=[CH:28][C:23]([Cl:22])=[CH:24][CH:25]=1)[CH2:4][N:5]1[CH2:10][CH2:9][CH2:8][CH:7]([C:11]2[CH:16]=[CH:15][CH:14]=[CH:13][C:12]=2[O:17][CH3:18])[CH2:6]1. (6) Reactant: [CH:1]([C:3]1[CH:4]=[CH:5][C:6]([C:9]#[N:10])=[N:7][CH:8]=1)=O.O=[C:12]([CH3:20])[CH2:13][C:14]([O:16][CH2:17][CH:18]=[CH2:19])=[O:15].[F:21][C:22]([F:34])([F:33])[C:23]1[CH:24]=[C:25]([NH:29][C:30]([NH2:32])=[O:31])[CH:26]=[CH:27][CH:28]=1. Product: [C:9]([C:6]1[N:7]=[CH:8][C:3]([CH:1]2[C:13]([C:14]([O:16][CH2:17][CH:18]=[CH2:19])=[O:15])=[C:12]([CH3:20])[N:29]([C:25]3[CH:26]=[CH:27][CH:28]=[C:23]([C:22]([F:33])([F:34])[F:21])[CH:24]=3)[C:30](=[O:31])[NH:32]2)=[CH:4][CH:5]=1)#[N:10]. The catalyst class is: 7. (7) Reactant: [F-].C([N+](CCCC)(CCCC)CCCC)CCC.[F:19][C:20]1([F:68])[CH2:23][CH:22]([O:24][C:25]2[C:26]3[C:49]([C:50]4[CH:55]=[CH:54][C:53]([C:56](=[O:59])[NH:57][CH3:58])=[CH:52][CH:51]=4)=[CH:48][N:47](COCC[Si](C)(C)C)[C:27]=3[N:28]=[C:29]([NH:31][C:32]3[CH:44]=[CH:43][C:35]([C:36]([NH:38][CH:39]4[CH2:42][O:41][CH2:40]4)=[O:37])=[CH:34][C:33]=3[O:45][CH3:46])[N:30]=2)[CH2:21]1. Product: [F:68][C:20]1([F:19])[CH2:21][CH:22]([O:24][C:25]2[C:26]3[C:49]([C:50]4[CH:55]=[CH:54][C:53]([C:56](=[O:59])[NH:57][CH3:58])=[CH:52][CH:51]=4)=[CH:48][NH:47][C:27]=3[N:28]=[C:29]([NH:31][C:32]3[CH:44]=[CH:43][C:35]([C:36]([NH:38][CH:39]4[CH2:40][O:41][CH2:42]4)=[O:37])=[CH:34][C:33]=3[O:45][CH3:46])[N:30]=2)[CH2:23]1. The catalyst class is: 1. (8) Reactant: [C:1]([CH:3]1[CH2:8][CH2:7][N:6]([C:9](=[O:35])[C@H:10]([NH:14][C:15]([C:17]2[C:25]3[C:20](=[N:21][CH:22]=[C:23](Br)[N:24]=3)[N:19]([CH2:27][O:28][CH2:29][CH2:30][Si:31]([CH3:34])([CH3:33])[CH3:32])[CH:18]=2)=[O:16])[CH:11]2[CH2:13][CH2:12]2)[CH2:5][CH2:4]1)#[N:2].[I-:36].[Na+].CN[C@@H]1CCCC[C@H]1NC.[Cl:48][C:49]1[CH:50]=[C:51]2[C:55](=[CH:56][CH:57]=1)[NH:54][N:53]=[CH:52]2.[O-]P([O-])([O-])=O.[K+].[K+].[K+]. Product: [C:1]([CH:3]1[CH2:8][CH2:7][N:6]([C:9](=[O:35])[C@H:10]([NH:14][C:15]([C:17]2[C:25]3[C:20](=[N:21][CH:22]=[C:23]([N:54]4[C:55]5[C:51](=[CH:50][C:49]([Cl:48])=[CH:57][CH:56]=5)[CH:52]=[N:53]4)[N:24]=3)[N:19]([CH2:27][O:28][CH2:29][CH2:30][Si:31]([CH3:34])([CH3:33])[CH3:32])[CH:18]=2)=[O:16])[CH:11]2[CH2:13][CH2:12]2)[CH2:5][CH2:4]1)#[N:2].[C:1]([CH:3]1[CH2:8][CH2:7][N:6]([C:9](=[O:35])[C@H:10]([NH:14][C:15]([C:17]2[C:25]3[C:20](=[N:21][CH:22]=[C:23]([I:36])[N:24]=3)[N:19]([CH2:27][O:28][CH2:29][CH2:30][Si:31]([CH3:34])([CH3:33])[CH3:32])[CH:18]=2)=[O:16])[CH:11]2[CH2:13][CH2:12]2)[CH2:5][CH2:4]1)#[N:2]. The catalyst class is: 509. (9) Reactant: [F:1][C:2]1[CH:7]=[CH:6][C:5]([C@@H:8]2[O:13][CH2:12][CH2:11][N:10](CC3C=CC=CC=3)[CH2:9]2)=[CH:4][CH:3]=1.[H][H]. Product: [F:1][C:2]1[CH:3]=[CH:4][C:5]([C@@H:8]2[O:13][CH2:12][CH2:11][NH:10][CH2:9]2)=[CH:6][CH:7]=1. The catalyst class is: 29. (10) Reactant: CCN(C(C)C)C(C)C.[CH2:10]([O:12][C:13]1[C:22]([O:23][CH3:24])=[CH:21][C:20]2[C:19]([C:25]3[CH:33]=[CH:32][C:28]([C:29](O)=[O:30])=[CH:27][CH:26]=3)=[N:18][C@@H:17]3[CH2:34][CH2:35][S:36][CH2:37][C@@H:16]3[C:15]=2[CH:14]=1)[CH3:11].Cl.[F:39][C:40]1[CH:41]=[C:42]([CH:67]=[CH:68][C:69]=1[CH3:70])[CH2:43][N:44]1[C:49]2[CH:50]=[C:51]([C:53]3[CH:58]=[CH:57][CH:56]=[CH:55][CH:54]=3)[S:52][C:48]=2[C:47](=[O:59])[N:46]([CH:60]2[CH2:65][CH2:64][NH:63][CH2:62][CH2:61]2)[C:45]1=[O:66].CN(C(ON1N=NC2C=CC=CC1=2)=[N+](C)C)C.F[P-](F)(F)(F)(F)F. Product: [CH2:10]([O:12][C:13]1[C:22]([O:23][CH3:24])=[CH:21][C:20]2[C:19]([C:25]3[CH:26]=[CH:27][C:28]([C:29]([N:63]4[CH2:64][CH2:65][CH:60]([N:46]5[C:47](=[O:59])[C:48]6[S:52][C:51]([C:53]7[CH:54]=[CH:55][CH:56]=[CH:57][CH:58]=7)=[CH:50][C:49]=6[N:44]([CH2:43][C:42]6[CH:67]=[CH:68][C:69]([CH3:70])=[C:40]([F:39])[CH:41]=6)[C:45]5=[O:66])[CH2:61][CH2:62]4)=[O:30])=[CH:32][CH:33]=3)=[N:18][C@@H:17]3[CH2:34][CH2:35][S:36][CH2:37][C@@H:16]3[C:15]=2[CH:14]=1)[CH3:11]. The catalyst class is: 2.